Dataset: NCI-60 drug combinations with 297,098 pairs across 59 cell lines. Task: Regression. Given two drug SMILES strings and cell line genomic features, predict the synergy score measuring deviation from expected non-interaction effect. (1) Drug 1: CC1C(C(CC(O1)OC2CC(OC(C2O)C)OC3=CC4=CC5=C(C(=O)C(C(C5)C(C(=O)C(C(C)O)O)OC)OC6CC(C(C(O6)C)O)OC7CC(C(C(O7)C)O)OC8CC(C(C(O8)C)O)(C)O)C(=C4C(=C3C)O)O)O)O. Drug 2: CCC1(C2=C(COC1=O)C(=O)N3CC4=CC5=C(C=CC(=C5CN(C)C)O)N=C4C3=C2)O.Cl. Cell line: UACC62. Synergy scores: CSS=53.8, Synergy_ZIP=-0.557, Synergy_Bliss=-0.532, Synergy_Loewe=-4.36, Synergy_HSA=0.214. (2) Drug 1: CC1C(C(=O)NC(C(=O)N2CCCC2C(=O)N(CC(=O)N(C(C(=O)O1)C(C)C)C)C)C(C)C)NC(=O)C3=C4C(=C(C=C3)C)OC5=C(C(=O)C(=C(C5=N4)C(=O)NC6C(OC(=O)C(N(C(=O)CN(C(=O)C7CCCN7C(=O)C(NC6=O)C(C)C)C)C)C(C)C)C)N)C. Drug 2: N.N.Cl[Pt+2]Cl. Cell line: U251. Synergy scores: CSS=61.6, Synergy_ZIP=0.882, Synergy_Bliss=0.701, Synergy_Loewe=-9.41, Synergy_HSA=2.68. (3) Drug 1: CC1C(C(CC(O1)OC2CC(OC(C2O)C)OC3=CC4=CC5=C(C(=O)C(C(C5)C(C(=O)C(C(C)O)O)OC)OC6CC(C(C(O6)C)O)OC7CC(C(C(O7)C)O)OC8CC(C(C(O8)C)O)(C)O)C(=C4C(=C3C)O)O)O)O. Drug 2: N.N.Cl[Pt+2]Cl. Cell line: CAKI-1. Synergy scores: CSS=47.7, Synergy_ZIP=-6.32, Synergy_Bliss=-0.769, Synergy_Loewe=-22.2, Synergy_HSA=2.61. (4) Drug 1: CC1=C(C=C(C=C1)NC2=NC=CC(=N2)N(C)C3=CC4=NN(C(=C4C=C3)C)C)S(=O)(=O)N.Cl. Drug 2: N.N.Cl[Pt+2]Cl. Cell line: SNB-75. Synergy scores: CSS=0.999, Synergy_ZIP=0.0279, Synergy_Bliss=1.53, Synergy_Loewe=-0.992, Synergy_HSA=-0.445. (5) Drug 1: CN(CCCl)CCCl.Cl. Drug 2: CC12CCC3C(C1CCC2OP(=O)(O)O)CCC4=C3C=CC(=C4)OC(=O)N(CCCl)CCCl.[Na+]. Cell line: OVCAR-5. Synergy scores: CSS=35.9, Synergy_ZIP=-6.04, Synergy_Bliss=-0.899, Synergy_Loewe=2.96, Synergy_HSA=2.60. (6) Drug 1: C1=NC2=C(N1)C(=S)N=C(N2)N. Drug 2: CC(C)CN1C=NC2=C1C3=CC=CC=C3N=C2N. Cell line: OVCAR-4. Synergy scores: CSS=29.8, Synergy_ZIP=3.41, Synergy_Bliss=3.60, Synergy_Loewe=-2.11, Synergy_HSA=2.70. (7) Drug 1: C1CCN(CC1)CCOC2=CC=C(C=C2)C(=O)C3=C(SC4=C3C=CC(=C4)O)C5=CC=C(C=C5)O. Drug 2: C1=NC2=C(N1)C(=S)N=CN2. Cell line: NCI-H460. Synergy scores: CSS=4.18, Synergy_ZIP=1.50, Synergy_Bliss=9.78, Synergy_Loewe=-3.99, Synergy_HSA=1.05. (8) Drug 1: CC12CCC3C(C1CCC2=O)CC(=C)C4=CC(=O)C=CC34C. Drug 2: C1=C(C(=O)NC(=O)N1)N(CCCl)CCCl. Cell line: SK-OV-3. Synergy scores: CSS=35.1, Synergy_ZIP=0.145, Synergy_Bliss=2.59, Synergy_Loewe=-5.25, Synergy_HSA=4.07. (9) Drug 1: CC12CCC3C(C1CCC2NC(=O)OCC(F)(F)F)CCC4C3(C=CC(=O)N4C)C. Drug 2: COCCOC1=C(C=C2C(=C1)C(=NC=N2)NC3=CC=CC(=C3)C#C)OCCOC. Cell line: SK-OV-3. Synergy scores: CSS=50.1, Synergy_ZIP=7.30, Synergy_Bliss=8.50, Synergy_Loewe=-11.3, Synergy_HSA=4.04.